From a dataset of Forward reaction prediction with 1.9M reactions from USPTO patents (1976-2016). Predict the product of the given reaction. (1) The product is: [F:16][C:17]1[C:22]([F:23])=[CH:21][CH:20]=[CH:19][C:18]=1[C:24]1[N:25]=[C:26]([N:29]2[CH2:34][CH2:33][N:32]([C:8]([NH:7][C:3]3[CH:2]=[N:1][CH:6]=[CH:5][CH:4]=3)=[O:15])[CH2:31][CH2:30]2)[S:27][CH:28]=1. Given the reactants [N:1]1[CH:6]=[CH:5][CH:4]=[C:3]([NH:7][C:8](=[O:15])OCC(Cl)(Cl)Cl)[CH:2]=1.[F:16][C:17]1[C:22]([F:23])=[CH:21][CH:20]=[CH:19][C:18]=1[C:24]1[N:25]=[C:26]([N:29]2[CH2:34][CH2:33][NH:32][CH2:31][CH2:30]2)[S:27][CH:28]=1.C(N(C(C)C)CC)(C)C.O, predict the reaction product. (2) Given the reactants [CH2:1]([O:4][C:5]([CH3:9])([CH3:8])[CH2:6][OH:7])[CH:2]=[CH2:3].C1C=C(Cl)C=C(C(OO)=[O:18])C=1.C(=O)(O)[O-].[Na+].S([O-])([O-])(=O)=S.[Na+].[Na+], predict the reaction product. The product is: [CH3:8][C:5]([O:4][CH2:1][CH:2]1[CH2:3][O:18]1)([CH3:9])[CH2:6][OH:7]. (3) Given the reactants [Cl:1][C:2]1[C:7]([N+:8]([O-:10])=[O:9])=[CH:6][N:5]=[C:4]([OH:11])[CH:3]=1.O[CH2:13][C@@H:14]([NH:16][C:17](=[O:23])[O:18][C:19]([CH3:22])([CH3:21])[CH3:20])[CH3:15].C1(P(C2C=CC=CC=2)C2C=CC=CC=2)C=CC=CC=1.C1(C)C=CC=CC=1.N(C(OC(C)C)=O)=NC(OC(C)C)=O, predict the reaction product. The product is: [Cl:1][C:2]1[C:7]([N+:8]([O-:10])=[O:9])=[CH:6][N:5]=[C:4]([O:11][CH2:15][C@@H:14]([NH:16][C:17](=[O:23])[O:18][C:19]([CH3:20])([CH3:22])[CH3:21])[CH3:13])[CH:3]=1.